This data is from Catalyst prediction with 721,799 reactions and 888 catalyst types from USPTO. The task is: Predict which catalyst facilitates the given reaction. (1) Reactant: [CH2:1]([O:3][C:4]([C@H:6]1[C@H:10]([C:11]([O:13][CH2:14][CH3:15])=[O:12])[CH2:9][N:8](CC2C=CC=CC=2)[CH2:7]1)=[O:5])[CH3:2].[C:34]([O:33][C:31](O[C:31]([O:33][C:34]([CH3:37])([CH3:36])[CH3:35])=[O:32])=[O:32])([CH3:37])([CH3:36])[CH3:35].[H][H]. Product: [CH2:14]([O:13][C:11]([C@H:10]1[C@H:6]([C:4]([O:3][CH2:1][CH3:2])=[O:5])[CH2:7][N:8]([C:31]([O:33][C:34]([CH3:35])([CH3:36])[CH3:37])=[O:32])[CH2:9]1)=[O:12])[CH3:15]. The catalyst class is: 29. (2) Reactant: [CH2:1]([C:8]1[CH:9]=[N:10][N:11]2[C:16](N(C)C3C=CC=CC=3)=[N:15][C:14]([CH3:25])=[N:13][C:12]=12)[C:2]1[CH:7]=[CH:6][CH:5]=[CH:4][CH:3]=1.[OH-:26].[Na+]. Product: [CH2:1]([C:8]1[CH:9]=[N:10][N:11]2[C:16](=[O:26])[NH:15][C:14]([CH3:25])=[N:13][C:12]=12)[C:2]1[CH:7]=[CH:6][CH:5]=[CH:4][CH:3]=1. The catalyst class is: 315. (3) Reactant: Br[CH:2]([CH3:6])[CH2:3][CH2:4][OH:5].[C:7]1([S:13]([C:15]2[CH:20]=[C:19]([CH2:21][CH3:22])[CH:18]=[CH:17][C:16]=2[OH:23])=[O:14])[CH:12]=[CH:11][CH:10]=[CH:9][CH:8]=1.CCOC(C)=O. Product: [C:7]1([S@@:13]([C:15]2[CH:20]=[C:19]([CH2:21][CH3:22])[CH:18]=[CH:17][C:16]=2[O:23][C@H:2]([CH3:6])[CH2:3][CH2:4][OH:5])=[O:14])[CH:12]=[CH:11][CH:10]=[CH:9][CH:8]=1. The catalyst class is: 81.